Dataset: Catalyst prediction with 721,799 reactions and 888 catalyst types from USPTO. Task: Predict which catalyst facilitates the given reaction. (1) Reactant: [Cl:1][C:2]1[CH:7]=[CH:6][CH:5]=[CH:4][C:3]=1[CH2:8][CH2:9][N:10]([CH2:18][CH2:19][CH2:20][S:21][CH2:22][CH:23]=O)[C:11](=[O:17])[O:12][C:13]([CH3:16])([CH3:15])[CH3:14].Cl.[NH2:26][CH2:27][C@@H:28]([C:30]1[C:38]2[S:37][C:36](=[O:39])[NH:35][C:34]=2[C:33]([OH:40])=[CH:32][CH:31]=1)[OH:29].C([BH3-])#N.[Na+]. Product: [Cl:1][C:2]1[CH:7]=[CH:6][CH:5]=[CH:4][C:3]=1[CH2:8][CH2:9][N:10]([CH2:18][CH2:19][CH2:20][S:21][CH2:22][CH2:23][NH:26][CH2:27][C@H:28]([OH:29])[C:30]1[C:38]2[S:37][C:36](=[O:39])[NH:35][C:34]=2[C:33]([OH:40])=[CH:32][CH:31]=1)[C:11](=[O:17])[O:12][C:13]([CH3:14])([CH3:15])[CH3:16]. The catalyst class is: 130. (2) Reactant: [CH2:1]([N:8]1[CH2:13][C:12](=[O:14])[NH:11][C@H:10]([CH2:15][C:16]([OH:18])=O)[C:9]1=[O:19])[C:2]1[CH:7]=[CH:6][CH:5]=[CH:4][CH:3]=1.[NH2:20][C:21]1[CH:26]=[CH:25][CH:24]=[CH:23][CH:22]=1.CN(C(ON1N=NC2C=CC=NC1=2)=[N+](C)C)C.F[P-](F)(F)(F)(F)F.Cl. Product: [CH2:1]([N:8]1[CH2:13][C:12](=[O:14])[NH:11][C@H:10]([CH2:15][C:16]([NH:20][C:21]2[CH:26]=[CH:25][CH:24]=[CH:23][CH:22]=2)=[O:18])[C:9]1=[O:19])[C:2]1[CH:3]=[CH:4][CH:5]=[CH:6][CH:7]=1. The catalyst class is: 17.